This data is from Catalyst prediction with 721,799 reactions and 888 catalyst types from USPTO. The task is: Predict which catalyst facilitates the given reaction. (1) Reactant: [F:1][C:2]1[CH:7]=[CH:6][C:5](I)=[CH:4][CH:3]=1.[CH2:9]([OH:12])[C:10]#[CH:11].C(NC(C)C)(C)C. Product: [F:1][C:2]1[CH:7]=[CH:6][C:5]([C:11]#[C:10][CH2:9][OH:12])=[CH:4][CH:3]=1. The catalyst class is: 205. (2) Reactant: [C:1]1(=[C:8]([C:17]2[CH:22]=[CH:21][C:20]([O:23]C)=[CH:19][CH:18]=2)[C:9]2[CH:16]=[CH:15][C:12]([C:13]#[N:14])=[CH:11][CH:10]=2)[CH2:7][CH2:6][CH2:5][CH2:4][CH2:3][CH2:2]1.B(Br)(Br)Br.O. Product: [C:1]1(=[C:8]([C:17]2[CH:22]=[CH:21][C:20]([OH:23])=[CH:19][CH:18]=2)[C:9]2[CH:10]=[CH:11][C:12]([C:13]#[N:14])=[CH:15][CH:16]=2)[CH2:7][CH2:6][CH2:5][CH2:4][CH2:3][CH2:2]1. The catalyst class is: 2. (3) Reactant: [Cl:1][C:2]1[CH:3]=[C:4]([C:12]2[O:16][N:15]=[C:14]([C:17]3[CH:22]=[CH:21][C:20]([NH:23][C@H:24]4[CH2:28][CH2:27][C@@H:26]([C:29]([OH:31])=[O:30])[CH2:25]4)=[CH:19][CH:18]=3)[N:13]=2)[CH:5]=[N:6][C:7]=1[O:8][CH:9]([CH3:11])[CH3:10]. Product: [CH2:7]([OH:8])[CH3:2].[Cl:1][C:2]1[CH:3]=[C:4]([C:12]2[O:16][N:15]=[C:14]([C:17]3[CH:18]=[CH:19][C:20]([NH:23][C@H:24]4[CH2:28][CH2:27][C@@H:26]([C:29]([OH:31])=[O:30])[CH2:25]4)=[CH:21][CH:22]=3)[N:13]=2)[CH:5]=[N:6][C:7]=1[O:8][CH:9]([CH3:10])[CH3:11]. The catalyst class is: 8. (4) Product: [F:1][C:2]1[CH:20]=[C:19]([NH:21][C:22]([C:24]2[C:25](=[O:37])[N:26]([C:30]3[CH:31]=[CH:32][C:33]([F:36])=[CH:34][CH:35]=3)[N:27]=[CH:28][CH:29]=2)=[O:23])[CH:18]=[CH:17][C:3]=1[O:4][C:5]1[CH:10]=[CH:9][N:8]=[C:7]2[CH:11]=[C:66]([C:67]([N:68]3[CH2:71][CH2:72][N:46]([CH3:48])[CH2:70][CH2:69]3)=[O:58])[S:13][C:6]=12. The catalyst class is: 31. Reactant: [F:1][C:2]1[CH:20]=[C:19]([NH:21][C:22]([C:24]2[C:25](=[O:37])[N:26]([C:30]3[CH:35]=[CH:34][C:33]([F:36])=[CH:32][CH:31]=3)[N:27]=[CH:28][CH:29]=2)=[O:23])[CH:18]=[CH:17][C:3]=1[O:4][C:5]1[CH:10]=[CH:9][N:8]=[C:7]2[CH:11]=C(C(O)=O)[S:13][C:6]=12.CCN=C=NCCC[N:46]([CH3:48])C.C1C=CC2N([OH:58])N=NC=2C=1.CN1CCNCC1.[CH3:66][CH2:67][N:68]([CH2:71][CH3:72])[CH2:69][CH3:70].